From a dataset of Full USPTO retrosynthesis dataset with 1.9M reactions from patents (1976-2016). Predict the reactants needed to synthesize the given product. Given the product [Cl:15][C:16]1[CH:21]=[C:20]([Cl:22])[CH:19]=[CH:18][C:17]=1[N:23]1[C:4]2[CH2:5][CH2:6][N:1]([N:9]3[CH2:14][CH2:13][CH2:12][CH2:11][CH2:10]3)[C:2](=[O:8])[C:3]=2[C:25]([CH3:27])=[CH:24]1, predict the reactants needed to synthesize it. The reactants are: [N:1]1([N:9]2[CH2:14][CH2:13][CH2:12][CH2:11][CH2:10]2)[CH2:6][CH2:5][C:4](=O)[CH2:3][C:2]1=[O:8].[Cl:15][C:16]1[CH:21]=[C:20]([Cl:22])[CH:19]=[CH:18][C:17]=1[NH:23][CH2:24][C:25]([CH3:27])=O.CC1C=CC(S(O)(=O)=O)=CC=1.